This data is from Forward reaction prediction with 1.9M reactions from USPTO patents (1976-2016). The task is: Predict the product of the given reaction. Given the reactants Cl[C:2]1[N:3]=[N:4][C:5]([CH3:8])=[CH:6][CH:7]=1.O.[NH2:10][NH2:11], predict the reaction product. The product is: [CH3:8][C:5]1[N:4]=[N:3][C:2]([NH:10][NH2:11])=[CH:7][CH:6]=1.